This data is from Reaction yield outcomes from USPTO patents with 853,638 reactions. The task is: Predict the reaction yield, written as a fraction of the theoretical maximum amount of product (1.0 means a 100% yield; for example, 0.34 means a 34% yield). (1) The reactants are [O:1]1[CH2:6][CH2:5][CH:4]([CH2:7][CH2:8][OH:9])[CH2:3][CH2:2]1.[C:10]1([CH3:20])[CH:15]=[CH:14][C:13]([S:16](Cl)(=[O:18])=[O:17])=[CH:12][CH:11]=1. The catalyst is N1C=CC=CC=1. The product is [O:1]1[CH2:6][CH2:5][CH:4]([CH2:7][CH2:8][O:9][S:16]([C:13]2[CH:14]=[CH:15][C:10]([CH3:20])=[CH:11][CH:12]=2)(=[O:18])=[O:17])[CH2:3][CH2:2]1. The yield is 0.530. (2) The reactants are ClC1N=[C:4](NC2C=C(C=CC=2)C(O)=O)[C:5]2[S:10][CH2:9][CH2:8][C:6]=2N=1.[NH2:21][C:22]([NH2:24])=[O:23].C.[OH-:26].[Na+]. No catalyst specified. The product is [N:21]1[C:6]2[CH:8]=[CH:9][S:10][C:5]=2[C:4]([OH:26])=[N:24][C:22]=1[OH:23]. The yield is 0.750.